The task is: Predict the product of the given reaction.. This data is from Forward reaction prediction with 1.9M reactions from USPTO patents (1976-2016). (1) Given the reactants [Br:1][C:2]1[CH:12]=[C:11]([C:13]#[N:14])[CH:10]=[CH:9][C:3]=1[O:4][CH2:5][C:6]([OH:8])=O.[CH:15]([NH:18][NH:19][C:20](=[O:27])[C:21]1[CH:26]=[CH:25][CH:24]=[CH:23][CH:22]=1)([CH3:17])[CH3:16].C(N(C(C)C)CC)(C)C.C1CN([P+](Br)(N2CCCC2)N2CCCC2)CC1.F[P-](F)(F)(F)(F)F, predict the reaction product. The product is: [Br:1][C:2]1[CH:12]=[C:11]([C:13]#[N:14])[CH:10]=[CH:9][C:3]=1[O:4][CH2:5][C:6]([N:18]([CH:15]([CH3:17])[CH3:16])[NH:19][C:20](=[O:27])[C:21]1[CH:26]=[CH:25][CH:24]=[CH:23][CH:22]=1)=[O:8]. (2) Given the reactants [CH3:1][S:2](Cl)(=[O:4])=[O:3].[O:6]1[CH2:11][CH2:10][O:9][C:8]2[CH:12]=[C:13]([C:16]([NH:18][C@@H:19]3[CH2:24][CH2:23][N:22]([C:25]([O:27][C:28]([CH3:31])([CH3:30])[CH3:29])=[O:26])[C@@H:21]([C:32]4[N:36]([CH2:37][CH2:38][OH:39])[C:35]5[CH:40]=[CH:41][CH:42]=[CH:43][C:34]=5[N:33]=4)[CH2:20]3)=[O:17])[CH:14]=[CH:15][C:7]1=2.O.C(OCC)(=O)C, predict the reaction product. The product is: [O:6]1[CH2:11][CH2:10][O:9][C:8]2[CH:12]=[C:13]([C:16]([NH:18][C@@H:19]3[CH2:24][CH2:23][N:22]([C:25]([O:27][C:28]([CH3:31])([CH3:30])[CH3:29])=[O:26])[C@@H:21]([C:32]4[N:36]([CH2:37][CH2:38][O:39][S:2]([CH3:1])(=[O:4])=[O:3])[C:35]5[CH:40]=[CH:41][CH:42]=[CH:43][C:34]=5[N:33]=4)[CH2:20]3)=[O:17])[CH:14]=[CH:15][C:7]1=2. (3) Given the reactants FC1C=CC(CN2CCNCC2(C)C)=CC=1.[NH:17]1[CH2:22][CH2:21][NH:20][CH2:19][C:18]1=[O:23].[C:24](Cl)([C:37]1[CH:42]=[CH:41][CH:40]=[CH:39][CH:38]=1)([C:31]1[CH:36]=[CH:35][CH:34]=[CH:33][CH:32]=1)[C:25]1[CH:30]=[CH:29][CH:28]=[CH:27][CH:26]=1, predict the reaction product. The product is: [C:24]([N:20]1[CH2:21][CH2:22][NH:17][C:18](=[O:23])[CH2:19]1)([C:25]1[CH:30]=[CH:29][CH:28]=[CH:27][CH:26]=1)([C:37]1[CH:38]=[CH:39][CH:40]=[CH:41][CH:42]=1)[C:31]1[CH:32]=[CH:33][CH:34]=[CH:35][CH:36]=1. (4) Given the reactants Br[C:2]1[CH:45]=[C:44]([F:46])[CH:43]=[CH:42][C:3]=1[CH2:4][C:5]1[S:9][C:8]([C:10]2[CH:41]=[C:13]3[N:14]=[C:15]([CH3:40])[C:16]([C@H:29]([O:35][C:36]([CH3:39])([CH3:38])[CH3:37])[C:30]([O:32][CH2:33][CH3:34])=[O:31])=[C:17]([N:18]4[CH2:23][CH2:22][C:21]([CH2:25][CH2:26][CH:27]=[CH2:28])([CH3:24])[CH2:20][CH2:19]4)[N:12]3[N:11]=2)=[N:7][CH:6]=1.[B:47]1([B:47]2[O:51][C:50]([CH3:53])([CH3:52])[C:49]([CH3:55])([CH3:54])[O:48]2)[O:51][C:50]([CH3:53])([CH3:52])[C:49]([CH3:55])([CH3:54])[O:48]1.C([O-])(=O)C.[K+].O, predict the reaction product. The product is: [CH2:25]([C:21]1([CH3:24])[CH2:22][CH2:23][N:18]([C:17]2[N:12]3[N:11]=[C:10]([C:8]4[S:9][C:5]([CH2:4][C:3]5[CH:42]=[CH:43][C:44]([F:46])=[CH:45][C:2]=5[B:47]5[O:51][C:50]([CH3:53])([CH3:52])[C:49]([CH3:55])([CH3:54])[O:48]5)=[CH:6][N:7]=4)[CH:41]=[C:13]3[N:14]=[C:15]([CH3:40])[C:16]=2[C@H:29]([O:35][C:36]([CH3:37])([CH3:38])[CH3:39])[C:30]([O:32][CH2:33][CH3:34])=[O:31])[CH2:19][CH2:20]1)[CH2:26][CH:27]=[CH2:28]. (5) Given the reactants [Cl:1][C:2]1[CH:7]=[CH:6][CH:5]=[CH:4][C:3]=1[C:8]1[NH:13][C:12](=[O:14])[C:11]([C:15](=[O:18])[CH2:16][CH3:17])=[CH:10][C:9]=1[C:19]1[CH:24]=[CH:23][C:22]([Cl:25])=[CH:21][CH:20]=1.[CH:26](=O)[CH:27](C)[CH3:28].N1CCC[CH2:32]1.C(#N)C, predict the reaction product. The product is: [Cl:1][C:2]1[CH:7]=[CH:6][CH:5]=[CH:4][C:3]=1[C:8]1[N:13]=[C:12]2[O:14][CH:17]([CH:27]([CH3:28])[CH3:26])[CH:16]([CH3:32])[C:15](=[O:18])[C:11]2=[CH:10][C:9]=1[C:19]1[CH:20]=[CH:21][C:22]([Cl:25])=[CH:23][CH:24]=1.